From a dataset of Reaction yield outcomes from USPTO patents with 853,638 reactions. Predict the reaction yield, written as a fraction of the theoretical maximum amount of product (1.0 means a 100% yield; for example, 0.34 means a 34% yield). (1) The reactants are Br[C:2]1[CH:23]=[CH:22][C:5]2[C:6]3[N:10]([CH2:11][CH2:12][O:13][C:4]=2[CH:3]=1)[CH:9]=[C:8]([C:14]1[N:15]([CH:19]([CH3:21])[CH3:20])[N:16]=[CH:17][N:18]=1)[N:7]=3.[CH3:24][N:25]1[CH2:30][CH2:29][CH:28]([CH:31]2[CH2:35][CH2:34][CH2:33][NH:32]2)[CH2:27][CH2:26]1.CC([O-])(C)C.[Na+]. The catalyst is C1(C)C=CC=CC=1.CC(C)([P](C(C)(C)C)([Pd][P](C(C)(C)C)(C(C)(C)C)C(C)(C)C)C(C)(C)C)C. The product is [CH:19]([N:15]1[C:14]([C:8]2[N:7]=[C:6]3[C:5]4[CH:22]=[CH:23][C:2]([N:32]5[CH2:33][CH2:34][CH2:35][CH:31]5[CH:28]5[CH2:27][CH2:26][N:25]([CH3:24])[CH2:30][CH2:29]5)=[CH:3][C:4]=4[O:13][CH2:12][CH2:11][N:10]3[CH:9]=2)=[N:18][CH:17]=[N:16]1)([CH3:21])[CH3:20]. The yield is 0.160. (2) The reactants are [F:1][CH2:2][S:3]([C:6]1[CH:11]=[CH:10][CH:9]=[CH:8][CH:7]=1)(=[O:5])=[O:4].C([Li])CCC.[C:17]1(=[N:21][S:22]([C:24]([CH3:27])([CH3:26])[CH3:25])=[O:23])[CH2:20][CH2:19][CH2:18]1. The catalyst is O1CCCC1. The product is [F:1][CH:2]([S:3]([C:6]1[CH:7]=[CH:8][CH:9]=[CH:10][CH:11]=1)(=[O:4])=[O:5])[C:17]1([NH:21][S:22]([C:24]([CH3:27])([CH3:26])[CH3:25])=[O:23])[CH2:18][CH2:19][CH2:20]1. The yield is 0.330. (3) The reactants are [F:1][C:2]([F:16])([F:15])/[CH:3]=[CH:4]/[C:5]1[CH:13]=[CH:12][C:8]([C:9]([OH:11])=O)=[C:7]([CH3:14])[CH:6]=1.Cl.CN(C)CCCN=C=NCC.O.ON1C2C=CC=CC=2N=N1.[NH:40]1[C:44]2=[N:45][CH:46]=[C:47]([NH2:49])[CH:48]=[C:43]2[CH:42]=[CH:41]1. The catalyst is CN(C=O)C. The product is [CH3:14][C:7]1[CH:6]=[C:5](/[CH:4]=[CH:3]/[C:2]([F:1])([F:16])[F:15])[CH:13]=[CH:12][C:8]=1[C:9]([NH:49][C:47]1[CH:48]=[C:43]2[CH:42]=[CH:41][NH:40][C:44]2=[N:45][CH:46]=1)=[O:11]. The yield is 0.120. (4) The reactants are [CH3:1][N:2]([CH:10]1[CH2:15][CH2:14][N:13]([CH3:16])[CH2:12][CH2:11]1)[C:3]1[CH:8]=[CH:7][CH:6]=[C:5]([NH2:9])[N:4]=1.Cl.[C:18]([Cl:26])(=[O:25])[C:19]1[CH:24]=[CH:23][N:22]=[CH:21][CH:20]=1. The product is [ClH:26].[CH3:1][N:2]([CH:10]1[CH2:15][CH2:14][N:13]([CH3:16])[CH2:12][CH2:11]1)[C:3]1[N:4]=[C:5]([NH:9][C:18](=[O:25])[C:19]2[CH:24]=[CH:23][N:22]=[CH:21][CH:20]=2)[CH:6]=[CH:7][CH:8]=1. The yield is 0.860. The catalyst is N1C=CC=CC=1. (5) The reactants are [N:1]([C:4]1[CH:13]=[CH:12][CH:11]=[CH:10][C:5]=1[C:6]([O:8]C)=[O:7])=[C:2]=[O:3].Cl.[F:15][C:16]([F:30])([F:29])[C:17]1[CH:22]=[CH:21][CH:20]=[CH:19][C:18]=1[CH:23]1[CH2:28][CH2:27][NH:26][CH2:25][CH2:24]1.C(N(CC)CC)C. The catalyst is O1CCCC1. The product is [F:30][C:16]([F:15])([F:29])[C:17]1[CH:22]=[CH:21][CH:20]=[CH:19][C:18]=1[CH:23]1[CH2:24][CH2:25][N:26]([C:2]([NH:1][C:4]2[CH:13]=[CH:12][CH:11]=[CH:10][C:5]=2[C:6]([OH:8])=[O:7])=[O:3])[CH2:27][CH2:28]1. The yield is 0.660. (6) The product is [CH3:1][S:2]([C:5]1[CH:6]=[CH:7][C:8]([O:14][CH:15]([CH3:20])[C:16]([F:19])([F:18])[F:17])=[C:9]([C:10]([N:39]2[CH2:38][CH2:37][N:36]([C:34]3[S:35][C:31]([S:28]([C:24]4[CH:23]=[N:22][CH:27]=[CH:26][CH:25]=4)(=[O:30])=[O:29])=[CH:32][N:33]=3)[CH2:41][CH2:40]2)=[O:12])[CH:13]=1)(=[O:3])=[O:4]. No catalyst specified. The yield is 0.490. The reactants are [CH3:1][S:2]([C:5]1[CH:6]=[CH:7][C:8]([O:14][CH:15]([CH3:20])[C:16]([F:19])([F:18])[F:17])=[C:9]([CH:13]=1)[C:10]([OH:12])=O)(=[O:4])=[O:3].Cl.[N:22]1[CH:27]=[CH:26][CH:25]=[C:24]([S:28]([C:31]2[S:35][C:34]([N:36]3[CH2:41][CH2:40][NH:39][CH2:38][CH2:37]3)=[N:33][CH:32]=2)(=[O:30])=[O:29])[CH:23]=1. (7) The reactants are Br[CH2:2][C:3]1[CH:8]=[CH:7][CH:6]=[CH:5][CH:4]=1.C([O-])([O-])=O.[K+].[K+].[N+:15]([C:18]1[C:27]2[N:26]=[CH:25][CH:24]=[CH:23][C:22]=2[C:21]([OH:28])=[CH:20][CH:19]=1)([O-:17])=[O:16]. The catalyst is CN(C=O)C.O. The product is [CH2:2]([O:28][C:21]1[CH:20]=[CH:19][C:18]([N+:15]([O-:17])=[O:16])=[C:27]2[C:22]=1[CH:23]=[CH:24][CH:25]=[N:26]2)[C:3]1[CH:8]=[CH:7][CH:6]=[CH:5][CH:4]=1. The yield is 0.690. (8) The reactants are O=[C:2]([CH3:8])[CH2:3][C:4](OC)=[O:5].C[O-].[Na+].[CH3:12][NH:13][C:14]([NH2:16])=[S:15]. The catalyst is CO. The product is [CH3:12][N:13]1[C:4](=[O:5])[CH:3]=[C:2]([CH3:8])[N:16]=[C:14]1[SH:15]. The yield is 0.730. (9) The reactants are [CH2:1]([N:3]([CH2:37][CH3:38])[CH2:4][CH2:5][CH2:6][NH:7][C:8]1[N:9]=[C:10]([C:27]2[CH:28]=[C:29]([CH:33]=[CH:34][C:35]=2[CH3:36])[C:30]([OH:32])=O)[C:11]2[CH:17]=[CH:16][C:15](=[O:18])[N:14]([C:19]3[C:24]([F:25])=[CH:23][CH:22]=[CH:21][C:20]=3[F:26])[C:12]=2[N:13]=1)[CH3:2].CN(C(ON1N=NC2C=CC=CC1=2)=[N+](C)C)C.F[P-](F)(F)(F)(F)F.C(N(CC)CC)C.Cl.[NH2:71][CH2:72][CH2:73][C:74]#[N:75]. The catalyst is CN(C=O)C. The product is [C:72]([CH2:73][CH2:74][NH:75][C:30](=[O:32])[C:29]1[CH:33]=[CH:34][C:35]([CH3:36])=[C:27]([C:10]2[C:11]3[CH:17]=[CH:16][C:15](=[O:18])[N:14]([C:19]4[C:24]([F:25])=[CH:23][CH:22]=[CH:21][C:20]=4[F:26])[C:12]=3[N:13]=[C:8]([NH:7][CH2:6][CH2:5][CH2:4][N:3]([CH2:1][CH3:2])[CH2:37][CH3:38])[N:9]=2)[CH:28]=1)#[N:71]. The yield is 0.210.